The task is: Binary classification across 12 toxicity assays.. This data is from Tox21: 12 toxicity assays (nuclear receptors and stress response pathways). (1) The drug is Cc1ccc(O)c2ncccc12. It tested positive (active) for: SR-ARE (Antioxidant Response Element (oxidative stress)), SR-HSE (Heat Shock Element response), and SR-p53 (p53 tumor suppressor activation). (2) The compound is O=C(O)COC(=O)Cc1ccccc1Nc1c(Cl)cccc1Cl. It tested positive (active) for: NR-PPAR-gamma (PPAR-gamma nuclear receptor agonist). (3) The molecule is O=CC=C(c1ccccc1)c1ccccc1. It tested positive (active) for: SR-ARE (Antioxidant Response Element (oxidative stress)), and SR-MMP (Mitochondrial Membrane Potential disruption).